This data is from NCI-60 drug combinations with 297,098 pairs across 59 cell lines. The task is: Regression. Given two drug SMILES strings and cell line genomic features, predict the synergy score measuring deviation from expected non-interaction effect. Drug 1: C1=CN(C(=O)N=C1N)C2C(C(C(O2)CO)O)O.Cl. Drug 2: C1=NC2=C(N=C(N=C2N1C3C(C(C(O3)CO)O)F)Cl)N. Cell line: SNB-75. Synergy scores: CSS=-0.101, Synergy_ZIP=-0.287, Synergy_Bliss=-1.17, Synergy_Loewe=-3.76, Synergy_HSA=-3.34.